This data is from Forward reaction prediction with 1.9M reactions from USPTO patents (1976-2016). The task is: Predict the product of the given reaction. (1) Given the reactants [CH3:1][C:2]1[N:3]=[C:4]([N:12]2[C:16](=[O:17])[NH:15][N:14]=[CH:13]2)[S:5][C:6]=1[C:7]([O:9][CH2:10][CH3:11])=[O:8].C(=O)([O-])[O-].[K+].[K+].CC1C=CC(S(O[CH2:35][CH2:36][CH:37]2[CH2:39][CH2:38]2)(=O)=O)=CC=1, predict the reaction product. The product is: [CH:37]1([CH2:36][CH2:35][N:15]2[C:16](=[O:17])[N:12]([C:4]3[S:5][C:6]([C:7]([O:9][CH2:10][CH3:11])=[O:8])=[C:2]([CH3:1])[N:3]=3)[CH:13]=[N:14]2)[CH2:39][CH2:38]1. (2) Given the reactants [Cl:1][C:2]1[CH:3]=[C:4]([C:12]2[C:13]([NH2:18])=[N:14][CH:15]=[CH:16][CH:17]=2)[CH:5]=[CH:6][C:7]=1[O:8][CH:9]([CH3:11])[CH3:10].[H-].[Na+].Cl[CH2:22][CH2:23][S:24](Cl)(=[O:26])=[O:25].O, predict the reaction product. The product is: [Cl:1][C:2]1[CH:3]=[C:4]([C:12]2[C:13]3=[N:18][S:24](=[O:26])(=[O:25])[CH2:23][CH2:22][N:14]3[CH:15]=[CH:16][CH:17]=2)[CH:5]=[CH:6][C:7]=1[O:8][CH:9]([CH3:11])[CH3:10]. (3) Given the reactants [CH:1]([C:3]1[CH:18]=[CH:17][C:6]([O:7][C:8]2[CH:16]=[CH:15][C:11]([C:12]([NH2:14])=[O:13])=[CH:10][N:9]=2)=[CH:5][CH:4]=1)=O.[CH:19]([N:32]1[CH2:37][CH2:36][NH:35][CH2:34][CH2:33]1)([C:26]1[CH:31]=[CH:30][CH:29]=[CH:28][CH:27]=1)[C:20]1[CH:25]=[CH:24][CH:23]=[CH:22][CH:21]=1.[BH4-].[Na+], predict the reaction product. The product is: [CH:19]([N:32]1[CH2:37][CH2:36][N:35]([CH2:1][C:3]2[CH:18]=[CH:17][C:6]([O:7][C:8]3[CH:16]=[CH:15][C:11]([C:12]([NH2:14])=[O:13])=[CH:10][N:9]=3)=[CH:5][CH:4]=2)[CH2:34][CH2:33]1)([C:26]1[CH:31]=[CH:30][CH:29]=[CH:28][CH:27]=1)[C:20]1[CH:25]=[CH:24][CH:23]=[CH:22][CH:21]=1. (4) Given the reactants [OH:1][C:2]1[CH:9]=[CH:8][C:5]([CH:6]=[O:7])=[CH:4][CH:3]=1.[H-].[Na+].Cl[CH2:13][O:14][CH3:15], predict the reaction product. The product is: [CH3:13][O:14][CH2:15][O:1][C:2]1[CH:9]=[CH:8][C:5]([CH:6]=[O:7])=[CH:4][CH:3]=1. (5) Given the reactants [CH3:1][C:2]1[CH:3]=[C:4]([C:16]2[CH:29]=[CH:28][C:19]([NH:20][C:21]3[CH:22]=[C:23]([CH3:27])[CH:24]=[CH:25][CH:26]=3)=[C:18]([CH3:30])[CH:17]=2)[CH:5]=[CH:6][C:7]=1[NH:8][C:9]1[CH:10]=[C:11]([CH3:15])[CH:12]=[CH:13][CH:14]=1.I[C:32]1[CH:33]=[CH:34][CH:35]=[CH:36][CH:37]=1.[CH3:38]C(C)([O-])C.[K+].C(P(C(C)(C)C)C(C)(C)C)(C)(C)C, predict the reaction product. The product is: [CH3:30][C:18]1[CH:17]=[C:16]([C:4]2[CH:5]=[CH:6][C:7]([NH:8][C:9]3[CH:10]=[C:11]([CH3:15])[CH:12]=[CH:13][CH:14]=3)=[C:2]([CH3:1])[CH:3]=2)[CH:29]=[CH:28][C:19]=1[N:20]([C:34]1[CH:33]=[C:32]([CH3:38])[CH:37]=[CH:36][CH:35]=1)[C:21]1[CH:22]=[C:23]([CH3:27])[CH:24]=[CH:25][CH:26]=1. (6) The product is: [Br:8][C:5]1[CH:6]=[CH:7][C:2]2[NH:1][C:19](=[O:18])[C:20]([CH3:22])([CH3:21])[O:9][C:3]=2[CH:4]=1. Given the reactants [NH2:1][C:2]1[CH:7]=[CH:6][C:5]([Br:8])=[CH:4][C:3]=1[OH:9].C(=O)([O-])[O-].[K+].[K+].C([O:18][C:19](=O)[C:20](Br)([CH3:22])[CH3:21])C, predict the reaction product. (7) Given the reactants [CH:1](O)([C:8]1[CH:13]=[CH:12][CH:11]=[CH:10][CH:9]=1)[C:2]1[CH:7]=[CH:6][CH:5]=[CH:4][CH:3]=1.N[C:16](N)=[S:17].ClC[C:21]([OH:23])=[O:22].Br, predict the reaction product. The product is: [C:2]1([CH:1]([C:8]2[CH:13]=[CH:12][CH:11]=[CH:10][CH:9]=2)[S:17][CH2:16][C:21]([OH:23])=[O:22])[CH:7]=[CH:6][CH:5]=[CH:4][CH:3]=1.